This data is from Reaction yield outcomes from USPTO patents with 853,638 reactions. The task is: Predict the reaction yield, written as a fraction of the theoretical maximum amount of product (1.0 means a 100% yield; for example, 0.34 means a 34% yield). (1) The reactants are Br[C:2]1[CH:7]=[C:6]([C:8]([F:11])([F:10])[F:9])[CH:5]=[C:4]([N+:12]([O-:14])=[O:13])[CH:3]=1.[NH:15]1[CH2:20][CH2:19][S:18][CH2:17][CH2:16]1.C([O-])([O-])=O.[Cs+].[Cs+]. The catalyst is C1C=CC(/C=C/C(/C=C/C2C=CC=CC=2)=O)=CC=1.C1C=CC(/C=C/C(/C=C/C2C=CC=CC=2)=O)=CC=1.C1C=CC(/C=C/C(/C=C/C2C=CC=CC=2)=O)=CC=1.[Pd].[Pd].C1C=CC(P(C2C(C3C(P(C4C=CC=CC=4)C4C=CC=CC=4)=CC=C4C=3C=CC=C4)=C3C(C=CC=C3)=CC=2)C2C=CC=CC=2)=CC=1.O1CCOCC1. The product is [N+:12]([C:4]1[CH:3]=[C:2]([N:15]2[CH2:20][CH2:19][S:18][CH2:17][CH2:16]2)[CH:7]=[C:6]([C:8]([F:11])([F:10])[F:9])[CH:5]=1)([O-:14])=[O:13]. The yield is 0.550. (2) The reactants are C([O:3][C:4]([C:6]1[CH:7]2[N:23]([C:24]([O:26][C:27]([CH3:30])([CH3:29])[CH3:28])=[O:25])[CH:11]([CH2:12][C:13]=1[C:14]1[S:15][C:16]([CH2:20][CH2:21][OH:22])=[C:17]([CH3:19])[N:18]=1)[CH2:10][N:9]([C:31]([O:33][C:34]([CH3:37])([CH3:36])[CH3:35])=[O:32])[CH2:8]2)=[O:5])C.[OH-].[Na+].Cl.N1C=CN=C1.[CH3:46][C:47]([Si:50](Cl)([CH3:52])[CH3:51])([CH3:49])[CH3:48].[NH4+].[Cl-].C([O-])([O-])=O.[K+].[K+]. The catalyst is CCO.CCOC(C)=O.C1COCC1.O.CO. The product is [C:34]([O:33][C:31]([N:9]1[CH2:8][CH:7]2[N:23]([C:24]([O:26][C:27]([CH3:29])([CH3:30])[CH3:28])=[O:25])[CH:11]([CH2:12][C:13]([C:14]3[S:15][C:16]([CH2:20][CH2:21][O:22][Si:50]([C:47]([CH3:49])([CH3:48])[CH3:46])([CH3:52])[CH3:51])=[C:17]([CH3:19])[N:18]=3)=[C:6]2[C:4]([OH:3])=[O:5])[CH2:10]1)=[O:32])([CH3:35])([CH3:37])[CH3:36]. The yield is 1.00. (3) The catalyst is C1COCC1.O.Cl[Pd](Cl)([P](C1C=CC=CC=1)(C1C=CC=CC=1)C1C=CC=CC=1)[P](C1C=CC=CC=1)(C1C=CC=CC=1)C1C=CC=CC=1. The product is [Br:1][C:2]1[CH:3]=[C:4]([C:13]([C:15]([F:18])([F:17])[F:16])=[CH2:14])[CH:5]=[C:6]([Br:8])[CH:7]=1. The reactants are [Br:1][C:2]1[CH:3]=[C:4](B(O)O)[CH:5]=[C:6]([Br:8])[CH:7]=1.Br[C:13]([C:15]([F:18])([F:17])[F:16])=[CH2:14].C([O-])([O-])=O.[K+].[K+]. The yield is 0.760. (4) The reactants are [O:1]=[C:2]1[CH:7]=[CH:6][N:5]([C:8]2[CH:13]=[CH:12][CH:11]=[C:10]([C:14]([F:17])([F:16])[F:15])[CH:9]=2)[N:4]=[C:3]1[CH:18]=O.N.[CH2:21]=[N:22][CH:23](S(C1C=CC(C)=CC=1)(=O)=O)[C:24]1[CH:29]=[CH:28][CH:27]=[CH:26][CH:25]=1.[NH:40]1CCNCC1. The catalyst is C1COCC1.O.C([O-])(O)=O.[Na+]. The product is [C:24]1([C:23]2[N:22]=[CH:21][NH:40][C:18]=2[C:3]2[C:2](=[O:1])[CH:7]=[CH:6][N:5]([C:8]3[CH:13]=[CH:12][CH:11]=[C:10]([C:14]([F:17])([F:16])[F:15])[CH:9]=3)[N:4]=2)[CH:29]=[CH:28][CH:27]=[CH:26][CH:25]=1. The yield is 0.470.